This data is from Forward reaction prediction with 1.9M reactions from USPTO patents (1976-2016). The task is: Predict the product of the given reaction. (1) The product is: [Cl:42][CH2:41][CH2:40][CH2:39][O:38][C:34]1[CH:35]=[C:36]2[C:31](=[CH:32][CH:33]=1)[NH:30][C:29]([C:27]([OH:28])=[O:26])=[CH:37]2. Given the reactants OC1C=C2C(=CC=1)N(CC(F)(F)F)C(C(N1CCOCC1)=O)=C2.C([O:26][C:27]([C:29]1[NH:30][C:31]2[C:36]([CH:37]=1)=[CH:35][C:34]([O:38][CH2:39][CH2:40][CH2:41][Cl:42])=[CH:33][CH:32]=2)=[O:28])C, predict the reaction product. (2) Given the reactants Cl[C:2]1[N:24]=[C:5]2[C:6]([NH:10][CH2:11][C:12]3[CH:17]=[CH:16][CH:15]=[CH:14][C:13]=3[N:18]([CH3:23])[S:19]([CH3:22])(=[O:21])=[O:20])=[CH:7][CH:8]=[CH:9][N:4]2[N:3]=1.[N:25]1([CH:31]2[CH2:37][CH2:36][C:35]3[CH:38]=[C:39]([NH2:42])[CH:40]=[CH:41][C:34]=3[CH2:33][CH2:32]2)[CH2:30][CH2:29][O:28][CH2:27][CH2:26]1.C1(P(C2CCCCC2)C2C=CC=CC=2C2C=CC=CC=2P(C2CCCCC2)C2CCCCC2)CCCCC1, predict the reaction product. The product is: [CH3:23][N:18]([C:13]1[CH:14]=[CH:15][CH:16]=[CH:17][C:12]=1[CH2:11][NH:10][C:6]1[C:5]2[N:4]([N:3]=[C:2]([NH:42][C:39]3[CH:40]=[CH:41][C:34]4[CH2:33][CH2:32][CH:31]([N:25]5[CH2:30][CH2:29][O:28][CH2:27][CH2:26]5)[CH2:37][CH2:36][C:35]=4[CH:38]=3)[N:24]=2)[CH:9]=[CH:8][CH:7]=1)[S:19]([CH3:22])(=[O:21])=[O:20]. (3) Given the reactants [C:1]12([CH2:11][O:12][C:13]3[CH:18]=[CH:17][N+:16]([O-])=[CH:15][C:14]=3[Br:20])[CH2:10][CH:5]3[CH2:6][CH:7]([CH2:9][CH:3]([CH2:4]3)[CH2:2]1)[CH2:8]2.P(Cl)(Cl)([Cl:23])=O, predict the reaction product. The product is: [C:1]12([CH2:11][O:12][C:13]3[C:14]([Br:20])=[CH:15][N:16]=[C:17]([Cl:23])[CH:18]=3)[CH2:10][CH:5]3[CH2:6][CH:7]([CH2:9][CH:3]([CH2:4]3)[CH2:2]1)[CH2:8]2. (4) Given the reactants [CH2:1]([N:8]1[C:12](=[O:13])[CH2:11][CH2:10][C@@H:9]1[C:14]([OH:16])=[O:15])[C:2]1[CH:7]=[CH:6][CH:5]=[CH:4][CH:3]=1.[CH3:17][Si]([N-][Si](C)(C)C)(C)C.[Li+].IC.Cl, predict the reaction product. The product is: [CH2:1]([N:8]1[C:12](=[O:13])[C@@H:11]([CH3:17])[CH2:10][C@@H:9]1[C:14]([OH:16])=[O:15])[C:2]1[CH:7]=[CH:6][CH:5]=[CH:4][CH:3]=1. (5) Given the reactants [C:1]1([CH:7]([OH:9])[CH3:8])[CH:6]=[CH:5][CH:4]=[CH:3][CH:2]=1.[C:10]1([CH2:16][C:17](Cl)=[O:18])[CH:15]=[CH:14][CH:13]=[CH:12][CH:11]=1.[OH-].[K+], predict the reaction product. The product is: [C:10]1([CH2:16][C:17]([O:9][CH:7]([C:1]2[CH:6]=[CH:5][CH:4]=[CH:3][CH:2]=2)[CH3:8])=[O:18])[CH:15]=[CH:14][CH:13]=[CH:12][CH:11]=1. (6) Given the reactants [NH2:1][C:2]1[CH:7]=[CH:6][C:5]([Cl:8])=[CH:4][C:3]=1[S:9]([NH2:12])(=[O:11])=[O:10].[Cl:13][C:14]1[CH:15]=[C:16](/[CH:21]=[CH:22]/[S:23](Cl)(=[O:25])=[O:24])[CH:17]=[CH:18][C:19]=1[Cl:20], predict the reaction product. The product is: [Cl:8][C:5]1[CH:6]=[CH:7][C:2]([NH:1][S:23](/[CH:22]=[CH:21]/[C:16]2[CH:17]=[CH:18][C:19]([Cl:20])=[C:14]([Cl:13])[CH:15]=2)(=[O:25])=[O:24])=[C:3]([S:9]([NH2:12])(=[O:11])=[O:10])[CH:4]=1.